This data is from NCI-60 drug combinations with 297,098 pairs across 59 cell lines. The task is: Regression. Given two drug SMILES strings and cell line genomic features, predict the synergy score measuring deviation from expected non-interaction effect. Drug 1: CN1C2=C(C=C(C=C2)N(CCCl)CCCl)N=C1CCCC(=O)O.Cl. Drug 2: C(CCl)NC(=O)N(CCCl)N=O. Cell line: HS 578T. Synergy scores: CSS=21.2, Synergy_ZIP=-4.81, Synergy_Bliss=2.29, Synergy_Loewe=-0.198, Synergy_HSA=3.49.